From a dataset of Full USPTO retrosynthesis dataset with 1.9M reactions from patents (1976-2016). Predict the reactants needed to synthesize the given product. (1) Given the product [C:13]([O:17][C:18]([N:20]1[CH2:23][CH:22]([O:24][C:2]2[CH:7]=[CH:6][C:5]([N+:8]([O-:10])=[O:9])=[CH:4][C:3]=2[O:11][CH3:12])[CH2:21]1)=[O:19])([CH3:16])([CH3:14])[CH3:15], predict the reactants needed to synthesize it. The reactants are: F[C:2]1[CH:7]=[CH:6][C:5]([N+:8]([O-:10])=[O:9])=[CH:4][C:3]=1[O:11][CH3:12].[C:13]([O:17][C:18]([N:20]1[CH2:23][CH:22]([OH:24])[CH2:21]1)=[O:19])([CH3:16])([CH3:15])[CH3:14].C(O[K])(C)(C)C. (2) Given the product [CH3:36][S:37]([O:19][C@H:18]1[CH2:20][CH2:21][C@@:22]2([CH3:23])[C:16](=[CH:15][CH2:14][C@@H:13]3[C@@H:24]2[CH2:25][CH2:26][C@@:27]2([CH3:28])[C@H:12]3[CH2:11][CH2:10][C@@H:9]2[C@H:7]([CH3:8])[CH2:6][CH2:5][CH2:4][CH:2]([CH3:1])[CH3:3])[CH2:17]1)(=[O:39])=[O:38], predict the reactants needed to synthesize it. The reactants are: [CH3:1][CH:2]([CH2:4][CH2:5][CH2:6][C@H:7]([C@@H:9]1[C@:27]2([CH3:28])[C@H:12]([C@H:13]3[C@H:24]([CH2:25][CH2:26]2)[C@:22]2([CH3:23])[C:16]([CH2:17][C@H:18]([CH2:20][CH2:21]2)[OH:19])=[CH:15][CH2:14]3)[CH2:11][CH2:10]1)[CH3:8])[CH3:3].C(N(CC)CC)C.[CH3:36][S:37](Cl)(=[O:39])=[O:38]. (3) Given the product [CH3:23][C:16]12[CH2:15][CH2:14][C:13](=[O:24])[CH:12]=[C:11]1[CH2:10][CH2:9][CH:8]1[CH:17]2[C:18](=[O:22])[CH2:19][C:20]2([CH3:21])[CH:7]1[CH2:6][CH2:5][CH:4]2[C:1]1([CH3:2])[O:28][CH2:29][CH2:30][O:3]1, predict the reactants needed to synthesize it. The reactants are: [C:1]([CH:4]1[C:20]2([CH3:21])[CH:7]([CH:8]3[CH:17]([C:18](=[O:22])[CH2:19]2)[C:16]2([CH3:23])[C:11](=[CH:12][C:13](=[O:24])[CH2:14][CH2:15]2)[CH2:10][CH2:9]3)[CH2:6][CH2:5]1)(=[O:3])[CH3:2].CO[Si](OC)(OC)[O:28][CH:29](O[Si](OC)(OC)OC)[CH3:30]. (4) Given the product [Cl-:1].[Cl:1][C:2]1[CH:3]=[CH:4][C:5]([CH2:6][N:7]2[C:15](=[O:16])[C:14]3[C:9](=[CH:10][CH:11]=[C:12]([C:17]([NH:31][CH2:30][CH2:29][NH+:26]4[CH2:27][CH2:28][O:23][CH2:24][CH2:25]4)=[O:18])[CH:13]=3)[C:8]2=[O:20])=[CH:21][CH:22]=1, predict the reactants needed to synthesize it. The reactants are: [Cl:1][C:2]1[CH:22]=[CH:21][C:5]([CH2:6][N:7]2[C:15](=[O:16])[C:14]3[C:9](=[CH:10][CH:11]=[C:12]([C:17](O)=[O:18])[CH:13]=3)[C:8]2=[O:20])=[CH:4][CH:3]=1.[O:23]1[CH2:28][CH2:27][N:26]([CH2:29][CH2:30][NH2:31])[CH2:25][CH2:24]1.